This data is from Full USPTO retrosynthesis dataset with 1.9M reactions from patents (1976-2016). The task is: Predict the reactants needed to synthesize the given product. Given the product [CH2:35]([O:42][C:43]1[CH:48]=[CH:47][C:46]([NH:61][CH2:60][C@H:59]([O:58][Si:51]([C:54]([CH3:55])([CH3:57])[CH3:56])([CH3:53])[CH3:52])[CH3:62])=[CH:45][C:44]=1[F:50])[C:36]1[CH:41]=[CH:40][CH:39]=[CH:38][CH:37]=1, predict the reactants needed to synthesize it. The reactants are: C1(P(C2CCCCC2)C2C=CC=CC=2C2C(C(C)C)=CC(C(C)C)=CC=2C(C)C)CCCCC1.[CH2:35]([O:42][C:43]1[CH:48]=[CH:47][C:46](Br)=[CH:45][C:44]=1[F:50])[C:36]1[CH:41]=[CH:40][CH:39]=[CH:38][CH:37]=1.[Si:51]([O:58][C@H:59]([CH3:62])[CH2:60][NH2:61])([C:54]([CH3:57])([CH3:56])[CH3:55])([CH3:53])[CH3:52].C(=O)([O-])[O-].[Cs+].[Cs+].